This data is from Full USPTO retrosynthesis dataset with 1.9M reactions from patents (1976-2016). The task is: Predict the reactants needed to synthesize the given product. (1) The reactants are: [NH2:1][C:2]1[C:19]([NH2:20])=[CH:18][C:5]2[CH2:6][CH2:7][N:8]([C:11]([O:13][C:14]([CH3:17])([CH3:16])[CH3:15])=[O:12])[CH2:9][CH2:10][C:4]=2[CH:3]=1.[CH:21](O)(C)[CH3:22].O1CCOC(O)C1O. Given the product [N:20]1[C:19]2[CH:18]=[C:5]3[CH2:6][CH2:7][N:8]([C:11]([O:13][C:14]([CH3:16])([CH3:17])[CH3:15])=[O:12])[CH2:9][CH2:10][C:4]3=[CH:3][C:2]=2[N:1]=[CH:22][CH:21]=1, predict the reactants needed to synthesize it. (2) Given the product [ClH:10].[Cl:10][CH2:11][C:12]1[N:1]=[C:2]2[CH:3]=[C:4]([C:5]#[N:6])[CH:7]=[CH:8][N:9]2[CH:14]=1, predict the reactants needed to synthesize it. The reactants are: [NH2:1][C:2]1[CH:3]=[C:4]([CH:7]=[CH:8][N:9]=1)[C:5]#[N:6].[Cl:10][CH2:11][C:12]([CH2:14]Cl)=O. (3) Given the product [C:17]1([C:16]([NH:12][C:11]2[CH:13]=[CH:14][CH:15]=[C:9]([O:8][CH2:1][C:2]3[CH:3]=[CH:4][CH:5]=[CH:6][CH:7]=3)[CH:10]=2)=[O:23])[CH:22]=[CH:21][CH:20]=[CH:19][CH:18]=1, predict the reactants needed to synthesize it. The reactants are: [CH2:1]([O:8][C:9]1[CH:10]=[C:11]([CH:13]=[CH:14][CH:15]=1)[NH2:12])[C:2]1[CH:7]=[CH:6][CH:5]=[CH:4][CH:3]=1.[C:16](Cl)(=[O:23])[C:17]1[CH:22]=[CH:21][CH:20]=[CH:19][CH:18]=1. (4) Given the product [Br:1][C:2]1[C:7](=[O:8])[N:6]([C:9]2[C:10]([F:16])=[CH:11][CH:12]=[CH:13][C:14]=2[F:15])[C:5]([CH2:17][N:29]2[CH2:34][CH2:33][O:32][CH2:31][CH2:30]2)=[CH:4][C:3]=1[O:19][CH2:20][C:21]1[CH:26]=[CH:25][C:24]([F:27])=[CH:23][C:22]=1[F:28], predict the reactants needed to synthesize it. The reactants are: [Br:1][C:2]1[C:7](=[O:8])[N:6]([C:9]2[C:14]([F:15])=[CH:13][CH:12]=[CH:11][C:10]=2[F:16])[C:5]([CH:17]=O)=[CH:4][C:3]=1[O:19][CH2:20][C:21]1[CH:26]=[CH:25][C:24]([F:27])=[CH:23][C:22]=1[F:28].[NH:29]1[CH2:34][CH2:33][O:32][CH2:31][CH2:30]1. (5) Given the product [CH2:30]([C:2]1[S:6][C:5]([CH2:7][O:8][C:9]2[C:10]([F:19])=[C:11]([C:15]([F:18])=[CH:16][CH:17]=2)[C:12]([NH2:14])=[O:13])=[N:4][C:3]=1[C:20]1[CH:25]=[CH:24][C:23]([O:26][CH3:27])=[CH:22][CH:21]=1)[CH:29]=[CH2:28], predict the reactants needed to synthesize it. The reactants are: Br[C:2]1[S:6][C:5]([CH2:7][O:8][C:9]2[C:10]([F:19])=[C:11]([C:15]([F:18])=[CH:16][CH:17]=2)[C:12]([NH2:14])=[O:13])=[N:4][C:3]=1[C:20]1[CH:25]=[CH:24][C:23]([O:26][CH3:27])=[CH:22][CH:21]=1.[CH2:28]([Sn](CCCC)(CCCC)CCCC)[CH:29]=[CH2:30].O. (6) Given the product [Cl:1][C:2]1[N:3]=[CH:4][C:5]([OH:9])=[C:6]([I:8])[CH:7]=1, predict the reactants needed to synthesize it. The reactants are: [Cl:1][C:2]1[CH:7]=[C:6]([I:8])[C:5]([O:9]COC)=[CH:4][N:3]=1.C(=O)(O)[O-].[Na+]. (7) The reactants are: C(OC(N[C@@H:9]1[C@@H:14](O)[CH2:13][CH2:12][N:11]([C:16]([O:18][CH2:19][C:20]2[CH:25]=[CH:24][CH:23]=[CH:22][CH:21]=2)=[O:17])[CH2:10]1)=O)(C)(C)C.[C:26]([O:30][C:31]([NH:33][C@H]1[C@H](O)CCN(C(OCC2C=CC=CC=2)=O)C1)=[O:32])([CH3:29])([CH3:28])[CH3:27].CCCCCCC.C([OH:60])C. Given the product [C:26]([O:30][C:31]([NH:33][C@@H:14]1[CH2:13][CH2:12][N:11]([C:16]([O:18][CH2:19][C:20]2[CH:21]=[CH:22][CH:23]=[CH:24][CH:25]=2)=[O:17])[CH2:10][C@H:9]1[OH:60])=[O:32])([CH3:29])([CH3:28])[CH3:27], predict the reactants needed to synthesize it. (8) Given the product [C:66]([O:70][C:71]([N:73]1[CH2:74][CH2:75][CH:76]([NH:34][C:36](=[O:40])[C:26]2[CH:25]=[CH:24][C:23]([C:21]3[N:22]=[C:18]([NH:17][C:16]([CH:12]4[CH2:13][CH2:14][CH2:15][N:11]4[C:9]([O:8][CH2:1][C:2]4[CH:7]=[CH:6][CH:5]=[CH:4][CH:3]=4)=[O:10])=[O:32])[S:19][CH:20]=3)=[CH:28][CH:27]=2)[CH2:77][CH2:78]1)=[O:72])([CH3:67])([CH3:68])[CH3:69], predict the reactants needed to synthesize it. The reactants are: [CH2:1]([O:8][C:9]([N:11]1[CH2:15][CH2:14][CH2:13][CH:12]1[C:16](=[O:32])[NH:17][C:18]1[S:19][CH:20]=[C:21]([C:23]2[CH:28]=[CH:27][CH:26]=[CH:25][C:24]=2C(O)=O)[N:22]=1)=[O:10])[C:2]1[CH:7]=[CH:6][CH:5]=[CH:4][CH:3]=1.C[N:34]([C:36]([O:40]N1N=NC2C=CC=NC1=2)=[N+](C)C)C.F[P-](F)(F)(F)(F)F.CCN(C(C)C)C(C)C.[C:66]([O:70][C:71]([N:73]1[CH2:78][CH2:77][CH2:76][CH:75](N)[CH2:74]1)=[O:72])([CH3:69])([CH3:68])[CH3:67].